Dataset: Forward reaction prediction with 1.9M reactions from USPTO patents (1976-2016). Task: Predict the product of the given reaction. Given the reactants C(OCC)(=O)C.[F:7][C:8]([F:24])([F:23])[C:9]1[CH:14]=[CH:13][C:12]([C:15]2[CH:19]=[C:18]([C:20]([OH:22])=O)[O:17][N:16]=2)=[CH:11][CH:10]=1.[NH2:25][C@@H:26]1[CH2:31][CH2:30][CH2:29][C@H:28]([OH:32])[CH2:27]1.C(N(C(C)C)CC)(C)C, predict the reaction product. The product is: [OH:32][C@H:28]1[CH2:29][CH2:30][CH2:31][C@@H:26]([NH:25][C:20]([C:18]2[O:17][N:16]=[C:15]([C:12]3[CH:11]=[CH:10][C:9]([C:8]([F:7])([F:24])[F:23])=[CH:14][CH:13]=3)[CH:19]=2)=[O:22])[CH2:27]1.